This data is from Forward reaction prediction with 1.9M reactions from USPTO patents (1976-2016). The task is: Predict the product of the given reaction. (1) Given the reactants CS(O[CH2:6][C@H:7]1[CH2:12][CH2:11][C@H:10]([NH:13][C:14]2[CH:19]=[C:18]([C:20]3[CH:25]=[CH:24][CH:23]=[C:22]([NH:26][CH2:27][C:28]4[CH:33]=[CH:32][CH:31]=[C:30]([F:34])[CH:29]=4)[N:21]=3)[C:17]([Cl:35])=[CH:16][N:15]=2)[CH2:9][CH2:8]1)(=O)=O.[CH3:36][NH2:37], predict the reaction product. The product is: [Cl:35][C:17]1[C:18]([C:20]2[CH:25]=[CH:24][CH:23]=[C:22]([NH:26][CH2:27][C:28]3[CH:33]=[CH:32][CH:31]=[C:30]([F:34])[CH:29]=3)[N:21]=2)=[CH:19][C:14]([NH:13][C@H:10]2[CH2:11][CH2:12][C@H:7]([CH2:6][NH:37][CH3:36])[CH2:8][CH2:9]2)=[N:15][CH:16]=1. (2) Given the reactants [F:1][C:2]([F:7])([F:6])[C:3]([OH:5])=[O:4].[F:8][C:9]([F:14])([F:13])[C:10]([OH:12])=[O:11].FC(F)(F)C(O)=O.[Cl:22][C:23]1[CH:24]=[N:25][C:26]2[NH:27][C:28]3[CH:29]=[N:30][CH:31]=[C:32]([CH:54]=3)[CH2:33][CH2:34][C:35]3[CH:43]=[C:39]([NH:40][C:41]=1[N:42]=2)[CH:38]=[CH:37][C:36]=3[NH:44][C:45](=[O:53])[CH2:46][CH:47]1[CH2:52][CH2:51][NH:50][CH2:49][CH2:48]1.[Cl:55][C:56]1[CH:61]=[CH:60][CH:59]=[CH:58][C:57]=1[S:62](Cl)(=[O:64])=[O:63], predict the reaction product. The product is: [F:1][C:2]([F:7])([F:6])[C:3]([OH:5])=[O:4].[F:8][C:9]([F:14])([F:13])[C:10]([OH:12])=[O:11].[Cl:22][C:23]1[CH:24]=[N:25][C:26]2[NH:27][C:28]3[CH:29]=[N:30][CH:31]=[C:32]([CH:54]=3)[CH2:33][CH2:34][C:35]3[CH:43]=[C:39]([NH:40][C:41]=1[N:42]=2)[CH:38]=[CH:37][C:36]=3[NH:44][C:45](=[O:53])[CH2:46][CH:47]1[CH2:52][CH2:51][N:50]([S:62]([C:57]2[CH:58]=[CH:59][CH:60]=[CH:61][C:56]=2[Cl:55])(=[O:64])=[O:63])[CH2:49][CH2:48]1. (3) Given the reactants [CH2:1]([N:8]1[CH2:13][CH2:12][N:11]([CH2:14][C:15]2[CH:20]=[CH:19][CH:18]=[CH:17][CH:16]=2)[CH2:10][CH:9]1[C:21]([F:24])([F:23])[F:22])[C:2]1[CH:7]=[CH:6][CH:5]=[CH:4][CH:3]=1, predict the reaction product. The product is: [CH2:14]([N:11]1[CH2:12][CH2:13][N:8]([CH2:1][C:2]2[CH:3]=[CH:4][CH:5]=[CH:6][CH:7]=2)[CH:9]([C:21]([F:23])([F:24])[F:22])[CH2:10]1)[C:15]1[CH:16]=[CH:17][CH:18]=[CH:19][CH:20]=1.[F:22][C:21]([F:24])([F:23])[CH:9]1[CH2:10][NH:11][CH2:12][CH2:13][NH:8]1. (4) Given the reactants [CH2:1]([O:3][C:4](=[O:19])[CH:5]([O:16][CH2:17][CH3:18])[CH2:6][C:7]1[CH:8]=[C:9]2[C:13](=[CH:14][CH:15]=1)[NH:12][CH:11]=[CH:10]2)[CH3:2].Cl[CH2:21][C:22]1[S:26][C:25]([C:27]2[CH:32]=[CH:31][C:30]([C:33]([F:36])([F:35])[F:34])=[CH:29][CH:28]=2)=[N:24][C:23]=1[CH3:37], predict the reaction product. The product is: [CH2:1]([O:3][C:4](=[O:19])[CH:5]([O:16][CH2:17][CH3:18])[CH2:6][C:7]1[CH:8]=[C:9]2[C:13](=[CH:14][CH:15]=1)[N:12]([CH2:21][C:22]1[S:26][C:25]([C:27]3[CH:28]=[CH:29][C:30]([C:33]([F:36])([F:34])[F:35])=[CH:31][CH:32]=3)=[N:24][C:23]=1[CH3:37])[CH:11]=[CH:10]2)[CH3:2]. (5) Given the reactants [NH2:1][C:2]1[CH:3]=[C:4]2[C:8](=[CH:9][CH:10]=1)[NH:7][CH:6]=[C:5]2[CH:11]1[CH2:16][CH2:15][N:14]([C:17]([O:19][C:20]([CH3:23])([CH3:22])[CH3:21])=[O:18])[CH2:13][CH2:12]1.I.CS[C:27]([C:29]1[S:30][CH:31]=[CH:32][CH:33]=1)=[NH:28], predict the reaction product. The product is: [S:30]1[CH:31]=[CH:32][CH:33]=[C:29]1[C:27](=[NH:28])[NH:1][C:2]1[CH:3]=[C:4]2[C:8](=[CH:9][CH:10]=1)[NH:7][CH:6]=[C:5]2[CH:11]1[CH2:16][CH2:15][N:14]([C:17]([O:19][C:20]([CH3:23])([CH3:22])[CH3:21])=[O:18])[CH2:13][CH2:12]1. (6) Given the reactants [F:1][C:2]1[CH:7]=[CH:6][C:5]([C:8]2[O:9][C:10]3[CH:20]=[C:19]([N:21]([CH3:26])[S:22]([CH3:25])(=[O:24])=[O:23])[C:18](B4OC(C)(C)C(C)(C)O4)=[CH:17][C:11]=3[C:12]=2[C:13]([NH:15][CH3:16])=[O:14])=[CH:4][CH:3]=1.Cl[C:37]1[CH:38]=[CH:39][C:40]2[O:53][CH2:52][N:43]3[C:44]4[CH:45]=[CH:46][CH:47]=[CH:48][C:49]=4[C:50]([F:51])=[C:42]3[C:41]=2[N:54]=1.[O-]P([O-])([O-])=O.[K+].[K+].[K+].CC(C1C=C(C(C)C)C(C2C=CC=CC=2P(C2CCCCC2)C2CCCCC2)=C(C(C)C)C=1)C, predict the reaction product. The product is: [F:51][C:50]1[C:49]2[CH:48]=[CH:47][CH:46]=[CH:45][C:44]=2[N:43]2[CH2:52][O:53][C:40]3[CH:39]=[CH:38][C:37]([C:18]4[C:19]([N:21]([CH3:26])[S:22]([CH3:25])(=[O:24])=[O:23])=[CH:20][C:10]5[O:9][C:8]([C:5]6[CH:4]=[CH:3][C:2]([F:1])=[CH:7][CH:6]=6)=[C:12]([C:13]([NH:15][CH3:16])=[O:14])[C:11]=5[CH:17]=4)=[N:54][C:41]=3[C:42]=12. (7) Given the reactants [C:1]1([C:7]2[NH:11][N:10]=[N:9][N:8]=2)[CH:6]=[CH:5][CH:4]=[CH:3][CH:2]=1.C([Li])CCCCC.B(OC)(OC)OC.[OH-].[Na+].[ClH:28].Br[C:30]1[CH:35]=[CH:34][C:33]([CH2:36][NH2:37])=[CH:32][CH:31]=1, predict the reaction product. The product is: [ClH:28].[NH:8]1[C:7]([C:1]2[CH:2]=[CH:3][CH:4]=[CH:5][C:6]=2[C:30]2[CH:35]=[CH:34][C:33]([CH2:36][NH2:37])=[CH:32][CH:31]=2)=[N:11][N:10]=[N:9]1. (8) Given the reactants C(O)C(O)C[O:36][CH2:37][CH:38]([OH:41])[CH2:39][O:40]CC(O)C[O:36][CH2:37][CH:38]([OH:41])[CH2:39][O:40]CC(O)C[O:36][CH2:37][CH:38]([OH:41])[CH2:39][O:40]CC(O)C[O:36][CH2:37][CH:38]([OH:41])[CH2:39][O:40]CC(O)C[O:36][CH2:37][CH:38]([OH:41])[CH2:39][OH:40].[C:52]([OH:71])(=[O:70])[CH2:53][CH2:54][CH2:55][CH2:56][CH2:57][CH2:58][CH2:59]/[CH:60]=[CH:61]\[CH2:62][CH2:63][CH2:64][CH2:65][CH2:66][CH2:67][CH2:68][CH3:69].ON1[C:77](=O)[CH2:76][CH2:75][C:74]1=O.CC(N=C=N[CH:86]([CH3:88])[CH3:87])C.[CH2:89]1COC[CH2:90]1, predict the reaction product. The product is: [CH2:74]([CH:53]([CH2:54][CH2:55][CH2:56][CH2:57][CH2:58][CH2:59]/[CH:60]=[CH:61]\[CH2:62][CH2:63][CH2:64][CH2:65][CH2:66][CH2:67][CH2:68][CH3:69])[C:52]([OH:71])=[O:70])[CH2:75][CH2:76][CH2:77][CH2:89][CH2:90][CH2:88][CH2:86][CH2:87][CH2:39][CH2:38][CH3:37].[OH:36][CH2:37][CH:38]([CH2:39][OH:40])[OH:41].[OH:36][CH2:37][CH:38]([CH2:39][OH:40])[OH:41].[OH:36][CH2:37][CH:38]([CH2:39][OH:40])[OH:41].[OH:36][CH2:37][CH:38]([CH2:39][OH:40])[OH:41].[OH:36][CH2:37][CH:38]([CH2:39][OH:40])[OH:41].[OH:36][CH2:37][CH:38]([CH2:39][OH:40])[OH:41].[OH:36][CH2:37][CH:38]([CH2:39][OH:40])[OH:41].[OH:36][CH2:37][CH:38]([CH2:39][OH:40])[OH:41].[OH:36][CH2:37][CH:38]([CH2:39][OH:40])[OH:41].[OH:36][CH2:37][CH:38]([CH2:39][OH:40])[OH:41]. (9) Given the reactants [ClH:1].O1CCOCC1.[CH3:8][O:9][C:10]1[CH:11]=[C:12]([NH:18][C:19]2[C:20]([NH:29][S:30]([C:33]3[CH:34]=[C:35]([NH:39][C:40](=[O:51])[C@@H:41]([NH:43]C(=O)OC(C)(C)C)[CH3:42])[CH:36]=[CH:37][CH:38]=3)(=[O:32])=[O:31])=[N:21][C:22]3[C:27]([N:28]=2)=[CH:26][CH:25]=[CH:24][CH:23]=3)[CH:13]=[C:14]([O:16][CH3:17])[CH:15]=1, predict the reaction product. The product is: [ClH:1].[NH2:43][C@@H:41]([CH3:42])[C:40]([NH:39][C:35]1[CH:36]=[CH:37][CH:38]=[C:33]([S:30](=[O:31])(=[O:32])[NH:29][C:20]2[C:19]([NH:18][C:12]3[CH:11]=[C:10]([O:9][CH3:8])[CH:15]=[C:14]([O:16][CH3:17])[CH:13]=3)=[N:28][C:27]3[C:22](=[CH:23][CH:24]=[CH:25][CH:26]=3)[N:21]=2)[CH:34]=1)=[O:51]. (10) Given the reactants Cl[C:2]1[C:7]([C:8]#[N:9])=[CH:6][C:5]([C:10]2[CH:15]=[CH:14][C:13]([Cl:16])=[CH:12][CH:11]=2)=[C:4]([C:17]2[CH:22]=[CH:21][CH:20]=[CH:19][C:18]=2[Cl:23])[N:3]=1.[NH2:24][CH3:25], predict the reaction product. The product is: [Cl:23][C:18]1[CH:19]=[CH:20][CH:21]=[CH:22][C:17]=1[C:4]1[N:3]=[C:2]([NH:24][CH3:25])[C:7]([C:8]#[N:9])=[CH:6][C:5]=1[C:10]1[CH:11]=[CH:12][C:13]([Cl:16])=[CH:14][CH:15]=1.